Task: Predict which catalyst facilitates the given reaction.. Dataset: Catalyst prediction with 721,799 reactions and 888 catalyst types from USPTO (1) The catalyst class is: 14. Reactant: Br[C:2]1[C:3](=[O:13])[C:4]2[C:9]([C:10](=[O:12])[CH:11]=1)=[CH:8][CH:7]=[CH:6][CH:5]=2.[Cl:14][C:15]1[CH:22]=[CH:21][C:18]([CH2:19][NH2:20])=[CH:17][CH:16]=1. Product: [Cl:14][C:15]1[CH:22]=[CH:21][C:18]([CH2:19][NH:20][C:2]2[C:3](=[O:13])[C:4]3[C:9]([C:10](=[O:12])[CH:11]=2)=[CH:8][CH:7]=[CH:6][CH:5]=3)=[CH:17][CH:16]=1. (2) Reactant: [CH3:1][C:2]1[C:9]([Cl:10])=[CH:8][CH:7]=[CH:6][C:3]=1[CH2:4]Cl.[C-:11]#[N:12].[Na+].CS(C)=O. Product: [Cl:10][C:9]1[C:2]([CH3:1])=[C:3]([CH2:4][C:11]#[N:12])[CH:6]=[CH:7][CH:8]=1. The catalyst class is: 25. (3) Reactant: CC(N=NC(C#N)(C)C)(C#N)C.[CH2:13]1[C:18](=O)[N:17](Br)[C:15](=[O:16])[CH2:14]1.CC1[CH:31]=[C:30]([N+:32]([O-:34])=[O:33])[CH:29]=[CH:28]C=1C(OC)=O. Product: [N+:32]([C:30]1[CH:31]=[C:13]2[C:14](=[CH:28][CH:29]=1)[C:15](=[O:16])[NH:17][CH2:18]2)([O-:34])=[O:33]. The catalyst class is: 53. (4) Reactant: [OH-].[Li+:2].[Cl:3][C:4]1[CH:29]=[CH:28][C:7]([O:8][C:9]2[C:18]([C:19]3[C:20]([O:25][CH3:26])=[N:21][CH:22]=[CH:23][CH:24]=3)=[CH:17][C:12]([C:13]([O:15]C)=[O:14])=[C:11]([F:27])[CH:10]=2)=[C:6]([O:30][CH3:31])[CH:5]=1. Product: [Li+:2].[Cl:3][C:4]1[CH:29]=[CH:28][C:7]([O:8][C:9]2[C:18]([C:19]3[C:20]([O:25][CH3:26])=[N:21][CH:22]=[CH:23][CH:24]=3)=[CH:17][C:12]([C:13]([O-:15])=[O:14])=[C:11]([F:27])[CH:10]=2)=[C:6]([O:30][CH3:31])[CH:5]=1. The catalyst class is: 1. (5) Reactant: Br[C:2]1[N:10]=[CH:9][N:8]=[C:7]2[C:3]=1[N:4]=[CH:5][NH:6]2.[NH2:11][CH:12]([C:14]1[C:23]([N:24]2[CH2:29][CH2:28][C:27]([C:31]3[CH:36]=[CH:35][CH:34]=[CH:33][CH:32]=3)([OH:30])[CH2:26][CH2:25]2)=[C:22]2[C:17]([CH:18]=[CH:19][CH:20]=[N:21]2)=[C:16]([Cl:37])[CH:15]=1)[CH3:13].C(N(CC)C(C)C)(C)C. Product: [Cl:37][C:16]1[CH:15]=[C:14]([CH:12]([NH:11][C:2]2[N:10]=[CH:9][N:8]=[C:7]3[C:3]=2[N:4]=[CH:5][NH:6]3)[CH3:13])[C:23]([N:24]2[CH2:25][CH2:26][C:27]([C:31]3[CH:36]=[CH:35][CH:34]=[CH:33][CH:32]=3)([OH:30])[CH2:28][CH2:29]2)=[C:22]2[C:17]=1[CH:18]=[CH:19][CH:20]=[N:21]2. The catalyst class is: 8. (6) Reactant: [C:1]([O:5][CH2:6][CH2:7][CH2:8][NH:9][C:10]([C:12]1[C:16]([NH:17][C:18]([C:20]2[CH:25]=[CH:24][CH:23]=[CH:22][N:21]=2)=[O:19])=[CH:15][N:14](C2CCCCO2)[N:13]=1)=[O:11])([CH3:4])([CH3:3])[CH3:2].O.C1(C)C=CC(S(O)(=O)=O)=CC=1.C(=O)([O-])O.[Na+]. Product: [C:1]([O:5][CH2:6][CH2:7][CH2:8][NH:9][C:10]([C:12]1[C:16]([NH:17][C:18]([C:20]2[CH:25]=[CH:24][CH:23]=[CH:22][N:21]=2)=[O:19])=[CH:15][NH:14][N:13]=1)=[O:11])([CH3:4])([CH3:2])[CH3:3]. The catalyst class is: 8. (7) Reactant: [CH3:1][C:2]1([CH3:20])[CH2:7][CH2:6][CH:5]([O:8][C:9]2[C:18]3[C:13](=[C:14]([NH2:19])[CH:15]=[CH:16][CH:17]=3)[N:12]=[CH:11][N:10]=2)[CH2:4][CH2:3]1.[Cl:21][C:22]1[C:27]([C:28](O)=[O:29])=[C:26]([F:31])[C:25]([CH2:32][NH:33][C:34](=[O:39])[C:35]([CH3:38])([CH3:37])[CH3:36])=[CH:24][CH:23]=1.C(Cl)(=O)C(Cl)=O.CCN(C(C)C)C(C)C. Product: [Cl:21][C:22]1[C:27]([C:28]([NH:19][C:14]2[CH:15]=[CH:16][CH:17]=[C:18]3[C:13]=2[N:12]=[CH:11][N:10]=[C:9]3[O:8][CH:5]2[CH2:4][CH2:3][C:2]([CH3:20])([CH3:1])[CH2:7][CH2:6]2)=[O:29])=[C:26]([F:31])[C:25]([CH2:32][NH:33][C:34](=[O:39])[C:35]([CH3:37])([CH3:36])[CH3:38])=[CH:24][CH:23]=1. The catalyst class is: 85. (8) Reactant: [Cl:1][C:2]1[CH:3]=[C:4]([C:9]2([C:26]([F:29])([F:28])[F:27])[CH2:13][CH2:12][N:11]([C:14]3[S:15][C:16]4[C:22]([C:23](O)=[O:24])=[CH:21][CH:20]=[CH:19][C:17]=4[N:18]=3)[CH2:10]2)[CH:5]=[C:6]([Cl:8])[CH:7]=1.S(Cl)([Cl:32])=O. Product: [Cl:8][C:6]1[CH:5]=[C:4]([C:9]2([C:26]([F:28])([F:29])[F:27])[CH2:13][CH2:12][N:11]([C:14]3[S:15][C:16]4[C:22]([C:23]([Cl:32])=[O:24])=[CH:21][CH:20]=[CH:19][C:17]=4[N:18]=3)[CH2:10]2)[CH:3]=[C:2]([Cl:1])[CH:7]=1. The catalyst class is: 26. (9) Reactant: [NH2:1][C:2]1[N:6]([C:7]2[C:12]([Cl:13])=[CH:11][C:10]([C:14]([F:17])([F:16])[F:15])=[CH:9][C:8]=2[Cl:18])[N:5]=[C:4]([C:19](O)=[O:20])[C:3]=1[S:22][C:23]([F:26])([F:25])[F:24].[CH:27]1([NH2:30])[CH2:29][CH2:28]1. Product: [CH:27]1([NH:30][C:19]([C:4]2[C:3]([S:22][C:23]([F:24])([F:26])[F:25])=[C:2]([NH2:1])[N:6]([C:7]3[C:12]([Cl:13])=[CH:11][C:10]([C:14]([F:15])([F:16])[F:17])=[CH:9][C:8]=3[Cl:18])[N:5]=2)=[O:20])[CH2:29][CH2:28]1. The catalyst class is: 38.